Task: Predict which catalyst facilitates the given reaction.. Dataset: Catalyst prediction with 721,799 reactions and 888 catalyst types from USPTO Reactant: C([C:3]1([C:16]([O-:18])=[O:17])[CH2:8][CH2:7][N:6]([C:9]([O:11][C:12]([CH3:15])([CH3:14])[CH3:13])=[O:10])[CH2:5][CH2:4]1)C.[OH-].[Na+]. Product: [C:12]([O:11][C:9]([N:6]1[CH2:7][CH2:8][CH:3]([C:16]([OH:18])=[O:17])[CH2:4][CH2:5]1)=[O:10])([CH3:15])([CH3:13])[CH3:14]. The catalyst class is: 36.